This data is from Catalyst prediction with 721,799 reactions and 888 catalyst types from USPTO. The task is: Predict which catalyst facilitates the given reaction. Reactant: [Si:1]([O:8][CH2:9][C@@H:10]([N:15]1[C:24]2[C:19](=[CH:20][C:21]([N+:29]([O-])=O)=[C:22]([C:25]([F:28])([F:27])[F:26])[CH:23]=2)[C:18](=[O:32])[C:17]([C:33]([O:35][CH2:36][CH3:37])=[O:34])=[CH:16]1)[C:11]([CH3:14])([CH3:13])[CH3:12])([C:4]([CH3:7])([CH3:6])[CH3:5])([CH3:3])[CH3:2].[O-]S(S([O-])=O)=O.[Na+].[Na+]. Product: [NH2:29][C:21]1[CH:20]=[C:19]2[C:24](=[CH:23][C:22]=1[C:25]([F:26])([F:27])[F:28])[N:15]([C@@H:10]([C:11]([CH3:12])([CH3:13])[CH3:14])[CH2:9][O:8][Si:1]([C:4]([CH3:6])([CH3:7])[CH3:5])([CH3:2])[CH3:3])[CH:16]=[C:17]([C:33]([O:35][CH2:36][CH3:37])=[O:34])[C:18]2=[O:32]. The catalyst class is: 249.